From a dataset of Catalyst prediction with 721,799 reactions and 888 catalyst types from USPTO. Predict which catalyst facilitates the given reaction. (1) Reactant: [NH:1]1[C:9]2[C:4](=[CH:5][CH:6]=[CH:7][N:8]=2)[CH:3]=[CH:2]1.[Al+3].[Cl-].[Cl-].[Cl-].[CH:14]([C:16]1[CH:17]=[C:18]([CH:22]=[CH:23][CH:24]=1)[C:19](Cl)=[O:20])=[O:15].CO. Product: [NH:1]1[C:9]2=[N:8][CH:7]=[CH:6][CH:5]=[C:4]2[C:3]([C:14]([C:16]2[CH:17]=[C:18]([CH:22]=[CH:23][CH:24]=2)[CH:19]=[O:20])=[O:15])=[CH:2]1. The catalyst class is: 2. (2) Reactant: [Cl:1][C:2]1[CH:7]=[CH:6][C:5]([NH:8][C:9]2[CH:14]=[CH:13][N:12]3[N:15]=[CH:16][C:17]([CH:18]=O)=[C:11]3[N:10]=2)=[CH:4][CH:3]=1.[NH:20]1[CH2:26][C:24](=[O:25])[NH:23][C:21]1=[O:22].N1CCCCC1. Product: [Cl:1][C:2]1[CH:3]=[CH:4][C:5]([NH:8][C:9]2[CH:14]=[CH:13][N:12]3[N:15]=[CH:16][C:17]([CH:18]=[C:26]4[NH:20][C:21](=[O:22])[NH:23][C:24]4=[O:25])=[C:11]3[N:10]=2)=[CH:6][CH:7]=1. The catalyst class is: 14. (3) Reactant: [Cl:1][C:2]1[C:3]([NH:8][NH2:9])=[N:4][CH:5]=[CH:6][CH:7]=1.C(N(CC)CC)C.[F:17][C:18]([F:34])([F:33])[C:19]([C:29](F)(F)[F:30])=[C:20](F)[C:21]([F:27])([F:26])[C:22]([F:25])([F:24])[F:23]. Product: [Cl:1][C:2]1[C:3]([N:8]2[C:29]([F:30])=[C:19]([C:18]([F:34])([F:33])[F:17])[C:20]([C:21]([F:26])([F:27])[C:22]([F:23])([F:24])[F:25])=[N:9]2)=[N:4][CH:5]=[CH:6][CH:7]=1. The catalyst class is: 10. (4) Reactant: [NH2:1][C:2]1[CH:7]=[CH:6][C:5]([OH:8])=[CH:4][CH:3]=1.Cl.[NH:10]([C:17]1[C:22]([Br:23])=[CH:21][N:20]=[C:19](Cl)[N:18]=1)[C:11]1[CH:16]=[CH:15][CH:14]=[CH:13][CH:12]=1. Product: [NH:10]([C:17]1[C:22]([Br:23])=[CH:21][N:20]=[C:19]([NH:1][C:2]2[CH:7]=[CH:6][C:5]([OH:8])=[CH:4][CH:3]=2)[N:18]=1)[C:11]1[CH:16]=[CH:15][CH:14]=[CH:13][CH:12]=1. The catalyst class is: 51. (5) Reactant: C([O:4][CH2:5][C@@:6]([NH:41]C(=O)C)([CH3:40])[CH2:7][CH2:8][C:9]1[N:10]([CH2:38][CH3:39])[C:11]([C:14]([O:25]C(=O)CCCC2C=CC(C)=CC=2)=[CH:15][CH2:16][CH2:17][C:18]2[CH:23]=[CH:22][C:21]([CH3:24])=[CH:20][CH:19]=2)=[CH:12][CH:13]=1)(=O)C.O.[OH-].[Li+].C(Cl)Cl. Product: [NH2:41][C@:6]([CH3:40])([CH2:7][CH2:8][C:9]1[N:10]([CH2:38][CH3:39])[C:11]([C:14](=[O:25])[CH2:15][CH2:16][CH2:17][C:18]2[CH:19]=[CH:20][C:21]([CH3:24])=[CH:22][CH:23]=2)=[CH:12][CH:13]=1)[CH2:5][OH:4]. The catalyst class is: 193. (6) Reactant: COC1C=CC(N=CC2C=CC(C#N)=CC=2)=CC=1.[CH:19](=[N:26][C:27]1[CH:34]=[CH:33][C:30]([C:31]#[N:32])=[CH:29][CH:28]=1)[C:20]1[CH:25]=[CH:24][CH:23]=[CH:22][CH:21]=1.F[C:36]1[CH:41]=[CH:40][C:39]([CH:42]([OH:60])[CH2:43][CH2:44][CH2:45][C:46](N2C(C3C=CC=CC=3)COC2=O)=[O:47])=[CH:38][CH:37]=1.C1(C(O)CCCC(N2C(C3C=CC=CC=3)COC2=O)=O)C=CC=CC=1. Product: [NH2:32][CH2:31][C:30]1[CH:29]=[CH:28][C:27]([N:26]2[CH:19]([C:20]3[CH:21]=[CH:22][CH:23]=[CH:24][CH:25]=3)[CH:45]([CH2:44][CH2:43][CH:42]([OH:60])[C:39]3[CH:40]=[CH:41][CH:36]=[CH:37][CH:38]=3)[C:46]2=[O:47])=[CH:34][CH:33]=1. The catalyst class is: 181. (7) Reactant: S(Cl)([Cl:3])=O.O[CH2:6][C:7]1[CH:12]=[CH:11][C:10]([C:13]2[O:14][CH:15]=[C:16]([C:18]([O:20][CH2:21][CH3:22])=[O:19])[N:17]=2)=[CH:9][CH:8]=1. Product: [Cl:3][CH2:6][C:7]1[CH:12]=[CH:11][C:10]([C:13]2[O:14][CH:15]=[C:16]([C:18]([O:20][CH2:21][CH3:22])=[O:19])[N:17]=2)=[CH:9][CH:8]=1. The catalyst class is: 2. (8) Reactant: [F:1][C:2]1[CH:32]=[CH:31][C:30]([NH:33]C(=O)C(C)(C)C)=[CH:29][C:3]=1[C:4]([C:6]1[CH:15]=[C:14]2[C:9]([N:10]=[CH:11][C:12]([N:16]3[CH2:21][CH2:20][N:19](C(OC(C)(C)C)=O)[CH2:18][CH2:17]3)=[N:13]2)=[CH:8][CH:7]=1)=[O:5].Cl.[OH-].[Na+]. The catalyst class is: 52. Product: [NH2:33][C:30]1[CH:31]=[CH:32][C:2]([F:1])=[C:3]([C:4]([C:6]2[CH:15]=[C:14]3[C:9](=[CH:8][CH:7]=2)[N:10]=[CH:11][C:12]([N:16]2[CH2:17][CH2:18][NH:19][CH2:20][CH2:21]2)=[N:13]3)=[O:5])[CH:29]=1. (9) Reactant: F[C:2]1[CH:7]=[CH:6][CH:5]=[CH:4][C:3]=1[N+:8]([O-:10])=[O:9].[CH3:11][N:12]([CH3:16])[CH2:13][CH2:14][NH2:15]. Product: [CH3:11][N:12]([CH3:16])[CH2:13][CH2:14][NH:15][C:2]1[CH:7]=[CH:6][CH:5]=[CH:4][C:3]=1[N+:8]([O-:10])=[O:9]. The catalyst class is: 32.